This data is from NCI-60 drug combinations with 297,098 pairs across 59 cell lines. The task is: Regression. Given two drug SMILES strings and cell line genomic features, predict the synergy score measuring deviation from expected non-interaction effect. (1) Drug 1: CC1CCC2CC(C(=CC=CC=CC(CC(C(=O)C(C(C(=CC(C(=O)CC(OC(=O)C3CCCCN3C(=O)C(=O)C1(O2)O)C(C)CC4CCC(C(C4)OC)OP(=O)(C)C)C)C)O)OC)C)C)C)OC. Drug 2: CNC(=O)C1=NC=CC(=C1)OC2=CC=C(C=C2)NC(=O)NC3=CC(=C(C=C3)Cl)C(F)(F)F. Cell line: T-47D. Synergy scores: CSS=54.2, Synergy_ZIP=12.2, Synergy_Bliss=12.6, Synergy_Loewe=13.0, Synergy_HSA=16.1. (2) Drug 1: C1=CN(C(=O)N=C1N)C2C(C(C(O2)CO)O)O.Cl. Drug 2: CCN(CC)CCNC(=O)C1=C(NC(=C1C)C=C2C3=C(C=CC(=C3)F)NC2=O)C. Cell line: MDA-MB-435. Synergy scores: CSS=21.7, Synergy_ZIP=-7.23, Synergy_Bliss=-3.18, Synergy_Loewe=-10.4, Synergy_HSA=-3.27.